This data is from P-glycoprotein inhibition data for predicting drug efflux from Broccatelli et al.. The task is: Regression/Classification. Given a drug SMILES string, predict its absorption, distribution, metabolism, or excretion properties. Task type varies by dataset: regression for continuous measurements (e.g., permeability, clearance, half-life) or binary classification for categorical outcomes (e.g., BBB penetration, CYP inhibition). Dataset: pgp_broccatelli. (1) The molecule is CC(=O)c1ccc(OC[C@@H](O)CN2CCN(c3ccc(F)cc3)CC2)cc1. The result is 1 (inhibitor). (2) The molecule is COC(=O)c1ccc(NC[C@@H](O)COc2ccccc2C(=O)CCc2ccccc2)cc1. The result is 1 (inhibitor). (3) The compound is O[C@@H](COc1ccccc1[C@H](O)CCc1ccccc1)CN1CCCCC1. The result is 1 (inhibitor). (4) The drug is COc1cccc(CCc2ccccc2OCCCCN2CCc3cc(OC)c(OC)cc3C2)c1. The result is 1 (inhibitor). (5) The drug is O=C(CCCN1CCC2(CC1)C(=O)NCN2c1ccccc1)c1ccc(F)cc1. The result is 1 (inhibitor). (6) The drug is CCN(CC)CCc1nc(-c2ccccc2)no1. The result is 0 (non-inhibitor). (7) The compound is CCCN(CCC)C[C@@H](O)COc1ccc(O)cc1C(=O)CCc1ccccc1. The result is 1 (inhibitor). (8) The molecule is CO[C@H]1C[C@@H](C)[C@@H](OC)c2cc(O)cc(c2O)NC(=O)C(C)=CC=C[C@@H](C)[C@@H](OC(N)=O)C(C)=C[C@@H](C)[C@@H]1OC. The result is 1 (inhibitor). (9) The drug is O[C@@H](CCc1ccccc1)c1ccccc1OC[C@H](O)CN1CCOCC1. The result is 1 (inhibitor). (10) The compound is Cc1c(NC(=O)c2cccnc2)c(=O)n(-c2ccccc2)n1C. The result is 0 (non-inhibitor).